Dataset: Catalyst prediction with 721,799 reactions and 888 catalyst types from USPTO. Task: Predict which catalyst facilitates the given reaction. Reactant: [Br:1][C:2]1[CH:10]=[C:9]2[C:5]([C:6]([CH2:20][NH:21][CH3:22])=[CH:7][N:8]2[S:11]([C:14]2[CH:15]=[N:16][CH:17]=[CH:18][CH:19]=2)(=[O:13])=[O:12])=[CH:4][CH:3]=1.C(N(CC)CC)C.[C:38](O[C:38]([O:40][C:41]([CH3:44])([CH3:43])[CH3:42])=[O:39])([O:40][C:41]([CH3:44])([CH3:43])[CH3:42])=[O:39].O. Product: [Br:1][C:2]1[CH:10]=[C:9]2[C:5]([C:6]([CH2:20][N:21]([CH3:22])[C:38](=[O:39])[O:40][C:41]([CH3:42])([CH3:43])[CH3:44])=[CH:7][N:8]2[S:11]([C:14]2[CH:15]=[N:16][CH:17]=[CH:18][CH:19]=2)(=[O:12])=[O:13])=[CH:4][CH:3]=1. The catalyst class is: 4.